This data is from Full USPTO retrosynthesis dataset with 1.9M reactions from patents (1976-2016). The task is: Predict the reactants needed to synthesize the given product. (1) Given the product [CH:32]1([CH2:31][CH:30]([N:4]2[C:3](=[O:15])[CH:2]=[C:7]([O:26][C:21]3[CH:22]=[CH:23][CH:24]=[CH:25][C:20]=3[S:17]([CH3:16])(=[O:18])=[O:19])[CH:6]=[N:5]2)[C:29]([OH:28])=[O:38])[CH2:36][CH2:35][CH2:34][CH2:33]1, predict the reactants needed to synthesize it. The reactants are: Cl[C:2]1[C:3](=[O:15])[N:4](C2CCCCO2)[N:5]=[CH:6][C:7]=1Cl.[CH3:16][S:17]([C:20]1[CH:25]=[CH:24][CH:23]=[CH:22][C:21]=1[OH:26])(=[O:19])=[O:18].C[O:28][C:29](=[O:38])[CH:30](Br)[CH2:31][CH:32]1[CH2:36][CH2:35][CH2:34][CH2:33]1. (2) The reactants are: [CH2:1]([NH2:5])[CH2:2][CH2:3][CH3:4].[CH:6]1([N:12]=[C:13]=[N:14][CH:15]2[CH2:20][CH2:19][CH2:18][CH2:17][CH2:16]2)[CH2:11][CH2:10][CH2:9][CH2:8][CH2:7]1. Given the product [CH2:1]([NH:5][C:13]([NH:14][CH:15]1[CH2:20][CH2:19][CH2:18][CH2:17][CH2:16]1)=[N:12][CH:6]1[CH2:11][CH2:10][CH2:9][CH2:8][CH2:7]1)[CH2:2][CH2:3][CH3:4], predict the reactants needed to synthesize it. (3) Given the product [F:1][C:2]1[CH:7]=[CH:6][CH:5]=[CH:4][C:3]=1[C:8]1[C:12]([C:13]([N:42]2[CH2:41][CH2:40][N:39]([C:45]3[CH:46]=[CH:47][C:48]([OH:51])=[CH:49][CH:50]=3)[CH2:44][CH2:43]2)=[O:15])=[C:11]([CH3:16])[O:10][N:9]=1, predict the reactants needed to synthesize it. The reactants are: [F:1][C:2]1[CH:7]=[CH:6][CH:5]=[CH:4][C:3]=1[C:8]1[C:12]([C:13]([OH:15])=O)=[C:11]([CH3:16])[O:10][N:9]=1.Cl.C(N=C=NCCCN(C)C)C.OC1C2N=NNC=2C=CC=1.[N:39]1([C:45]2[CH:50]=[CH:49][C:48]([OH:51])=[CH:47][CH:46]=2)[CH2:44][CH2:43][NH:42][CH2:41][CH2:40]1. (4) Given the product [CH3:1][C:2]1[CH:3]=[C:4]2[NH:7][C:13]([C:14]3[CH:19]=[CH:18][CH:17]=[CH:16][CH:15]=3)=[CH:12][C:11](=[O:10])[N:5]2[N:6]=1, predict the reactants needed to synthesize it. The reactants are: [CH3:1][C:2]1[CH:3]=[C:4]([NH2:7])[NH:5][N:6]=1.C([O:10][C:11](=O)[CH2:12][C:13](=O)[C:14]1[CH:19]=[CH:18][CH:17]=[CH:16][CH:15]=1)C. (5) Given the product [F:37][C:34]1[CH:35]=[CH:36][C:31]([NH:30][C:28](=[O:29])[NH:27][C:24]2[CH:25]=[CH:26][C:21]([O:20][C:19]3[C:14]4[CH:13]=[C:12]([C:10]([OH:11])=[O:9])[NH:38][C:15]=4[N:16]=[CH:17][N:18]=3)=[CH:22][CH:23]=2)=[CH:32][CH:33]=1, predict the reactants needed to synthesize it. The reactants are: C(O)C.O.[OH-].[Li+].C([O:9][C:10]([C:12]1[NH:38][C:15]2[N:16]=[CH:17][N:18]=[C:19]([O:20][C:21]3[CH:26]=[CH:25][C:24]([NH:27][C:28]([NH:30][C:31]4[CH:36]=[CH:35][C:34]([F:37])=[CH:33][CH:32]=4)=[O:29])=[CH:23][CH:22]=3)[C:14]=2[CH:13]=1)=[O:11])C.Cl. (6) Given the product [O:19]1[CH:20]=[CH:21][C:17]([N:6]2[C:7]3[CH:8]=[CH:9][C:10]([CH3:13])=[CH:11][C:12]=3[C:4]3[CH2:3][N:2]([CH3:1])[CH2:15][CH2:14][C:5]2=3)=[CH:18]1, predict the reactants needed to synthesize it. The reactants are: [CH3:1][N:2]1[CH2:15][CH2:14][C:5]2[NH:6][C:7]3[CH:8]=[CH:9][C:10]([CH3:13])=[CH:11][C:12]=3[C:4]=2[CH2:3]1.Br[C:17]1[CH:21]=[CH:20][O:19][CH:18]=1.[O-]P([O-])([O-])=O.[K+].[K+].[K+].N1CCC[C@H]1C(O)=O. (7) The reactants are: [C:1]([C:5]1[N:6]=[C:7]([N:16]2[CH2:20][CH2:19][C:18]([F:22])([F:21])[CH2:17]2)[C:8]2[C:9](=[N:11][N:12]([CH2:14][CH3:15])[N:13]=2)[N:10]=1)([CH3:4])([CH3:3])[CH3:2].C(C1N=C(N2CCC(F)(F)C2)C2N=NNC=2N=1)(C)(C)C.ClC[C:45]1[N:49](C)[N:48]=[C:47]([CH3:51])[N:46]=1. Given the product [C:1]([C:5]1[N:6]=[C:7]([N:16]2[CH2:20][CH2:19][C:18]([F:21])([F:22])[CH2:17]2)[C:8]2[C:9](=[N:11][N:12]([CH2:14][C:15]3[N:49]([CH3:45])[N:48]=[C:47]([CH3:51])[N:46]=3)[N:13]=2)[N:10]=1)([CH3:2])([CH3:3])[CH3:4], predict the reactants needed to synthesize it. (8) Given the product [NH2:1][C:2]1[C:3]([C:7]([Cl:11])=[N:9][OH:10])=[N:4][O:5][N:6]=1, predict the reactants needed to synthesize it. The reactants are: [NH2:1][C:2]1[C:3]([C:7](=[N:9][OH:10])N)=[N:4][O:5][N:6]=1.[ClH:11].[Cl-].[Na+].N([O-])=O.[Na+]. (9) The reactants are: [CH3:1][CH:2]([CH3:6])[CH2:3][CH2:4][NH2:5].[N:7]1[CH:8]=[CH:9][N:10]2[CH:15]=[CH:14][C:13]([CH2:16][NH:17][C:18]([C:20]3[CH:28]=[CH:27][C:23]([C:24]([OH:26])=O)=[CH:22][CH:21]=3)=[O:19])=[CH:12][C:11]=12.[N+]([C:32]1[CH:40]=CC(C(O)=O)=C[CH:33]=1)([O-])=O. Given the product [N:7]1[CH:8]=[CH:9][N:10]2[CH:15]=[CH:14][C:13]([CH2:16][NH:17][C:18](=[O:19])[C:20]3[CH:21]=[CH:22][C:23]([C:24]([N:5]4[CH2:40][CH2:32][CH2:33][CH:4]4[CH2:3][CH:2]([CH3:6])[CH3:1])=[O:26])=[CH:27][CH:28]=3)=[CH:12][C:11]=12, predict the reactants needed to synthesize it.